Dataset: Catalyst prediction with 721,799 reactions and 888 catalyst types from USPTO. Task: Predict which catalyst facilitates the given reaction. (1) Reactant: [N:1]1([CH2:6][CH2:7][O:8][C:9]2[CH:10]=[CH:11][C:12]3[O:16][C:15]([C:17]([OH:19])=O)=[CH:14][C:13]=3[CH:20]=2)[CH2:5][CH2:4][CH2:3][CH2:2]1.Cl.[CH3:22][O:23][C:24](=[O:35])[C:25]1[CH:30]=[CH:29][C:28]([O:31][CH2:32][CH2:33][NH2:34])=[CH:27][CH:26]=1.C(N(C(C)C)CC)(C)C. Product: [CH3:22][O:23][C:24](=[O:35])[C:25]1[CH:26]=[CH:27][C:28]([O:31][CH2:32][CH2:33][NH:34][C:17]([C:15]2[O:16][C:12]3[CH:11]=[CH:10][C:9]([O:8][CH2:7][CH2:6][N:1]4[CH2:2][CH2:3][CH2:4][CH2:5]4)=[CH:20][C:13]=3[CH:14]=2)=[O:19])=[CH:29][CH:30]=1. The catalyst class is: 3. (2) Reactant: [F:1][C:2]1[CH:3]=[N:4][NH:5][CH:6]=1.[Cl:7][C:8]1[CH:13]=[C:12](Cl)[N:11]=[CH:10][N:9]=1.C([O-])([O-])=O.[K+].[K+]. Product: [Cl:7][C:8]1[CH:13]=[C:12]([N:4]2[CH:3]=[C:2]([F:1])[CH:6]=[N:5]2)[N:11]=[CH:10][N:9]=1. The catalyst class is: 3. (3) Reactant: [CH:1]1([NH:4][C:5]2[N:13]=[C:12]([C:14]([F:17])([F:16])[F:15])[CH:11]=[CH:10][C:6]=2[C:7]([OH:9])=O)[CH2:3][CH2:2]1.CCN=C=NCCCN(C)C.C1C=CC2N(O)N=NC=2C=1.CCN(C(C)C)C(C)C.[CH3:48][C:49]([NH2:53])([C:51]#[CH:52])[CH3:50]. The catalyst class is: 2. Product: [CH:1]1([NH:4][C:5]2[N:13]=[C:12]([C:14]([F:17])([F:16])[F:15])[CH:11]=[CH:10][C:6]=2[C:7]([NH:53][C:49]([CH3:50])([C:51]#[CH:52])[CH3:48])=[O:9])[CH2:2][CH2:3]1. (4) Reactant: [CH3:1][N:2]([S:18]([C:21]1[CH:26]=[CH:25][C:24]([O:27][C:28]2[CH:33]=[CH:32][N:31]=[CH:30][CH:29]=2)=[CH:23][CH:22]=1)(=[O:20])=[O:19])[C:3]1[N:8]2[N:9]=[C:10]([CH3:12])[CH:11]=[C:7]2[N:6]=[CH:5][C:4]=1[C:13]([O:15]CC)=[O:14].[OH-].[K+:35]. Product: [CH3:1][N:2]([S:18]([C:21]1[CH:22]=[CH:23][C:24]([O:27][C:28]2[CH:33]=[CH:32][N:31]=[CH:30][CH:29]=2)=[CH:25][CH:26]=1)(=[O:20])=[O:19])[C:3]1[N:8]2[N:9]=[C:10]([CH3:12])[CH:11]=[C:7]2[N:6]=[CH:5][C:4]=1[C:13]([O-:15])=[O:14].[K+:35]. The catalyst class is: 7. (5) Reactant: [CH3:1][S:2]([O:5][C:6]1[CH:11]=[CH:10][CH:9]=[C:8]([C:12]2[O:13][C:14]([CH3:19])=[C:15]([CH2:17]Cl)[N:16]=2)[CH:7]=1)(=[O:4])=[O:3].C(=O)([O-])[O-].[K+].[K+].[O:26]=[CH:27][C:28]1[CH:36]=[CH:35][C:33]([OH:34])=[C:30]([O:31][CH3:32])[CH:29]=1.CN(C)C=O. Product: [CH3:1][S:2]([O:5][C:6]1[CH:11]=[CH:10][CH:9]=[C:8]([C:12]2[O:13][C:14]([CH3:19])=[C:15]([CH2:17][O:34][C:33]3[CH:35]=[CH:36][C:28]([CH:27]=[O:26])=[CH:29][C:30]=3[O:31][CH3:32])[N:16]=2)[CH:7]=1)(=[O:4])=[O:3]. The catalyst class is: 6. (6) Reactant: [CH3:1][O:2][C:3]1[CH:4]=[C:5]([NH:11][CH:12]=[C:13]2[C:18](=[O:19])OC(C)(C)OC2=O)[CH:6]=[C:7]([O:9][CH3:10])[CH:8]=1.CCCCCC. Product: [CH3:10][O:9][C:7]1[CH:8]=[C:3]([O:2][CH3:1])[CH:4]=[C:5]2[C:6]=1[C:18]([OH:19])=[CH:13][CH:12]=[N:11]2. The catalyst class is: 400.